From a dataset of Full USPTO retrosynthesis dataset with 1.9M reactions from patents (1976-2016). Predict the reactants needed to synthesize the given product. Given the product [C:1]([O:5][C:6]([N:8]1[CH2:12][CH2:11][CH:10]([OH:13])[CH:9]1[CH2:21][C:22]1[C:30]2[C:25](=[N:26][CH:27]=[CH:28][CH:29]=2)[NH:24][CH:23]=1)=[O:7])([CH3:4])([CH3:2])[CH3:3], predict the reactants needed to synthesize it. The reactants are: [C:1]([O:5][C:6]([N:8]1[CH2:12][CH2:11][CH:10]([O:13][Si](C(C)(C)C)(C)C)[CH:9]1[CH2:21][C:22]1[C:30]2[C:25](=[N:26][CH:27]=[CH:28][CH:29]=2)[NH:24][CH:23]=1)=[O:7])([CH3:4])([CH3:3])[CH3:2].CCCC[N+](CCCC)(CCCC)CCCC.[F-].